This data is from Peptide-MHC class I binding affinity with 185,985 pairs from IEDB/IMGT. The task is: Regression. Given a peptide amino acid sequence and an MHC pseudo amino acid sequence, predict their binding affinity value. This is MHC class I binding data. (1) The peptide sequence is DTVLEEMNL. The MHC is HLA-A02:01 with pseudo-sequence HLA-A02:01. The binding affinity (normalized) is 0. (2) The peptide sequence is IFLFILLLCL. The MHC is Patr-A0901 with pseudo-sequence Patr-A0901. The binding affinity (normalized) is 0.151. (3) The peptide sequence is LSCAASGF. The MHC is HLA-A24:02 with pseudo-sequence HLA-A24:02. The binding affinity (normalized) is 0. (4) The peptide sequence is SSKMFNYFK. The MHC is HLA-A24:02 with pseudo-sequence HLA-A24:02. The binding affinity (normalized) is 0.0847. (5) The peptide sequence is SELTVSPPD. The MHC is HLA-A25:01 with pseudo-sequence HLA-A25:01. The binding affinity (normalized) is 0.0847. (6) The peptide sequence is FNKKTFDHTLM. The MHC is H-2-Kb with pseudo-sequence H-2-Kb. The binding affinity (normalized) is 0.333.